From a dataset of Full USPTO retrosynthesis dataset with 1.9M reactions from patents (1976-2016). Predict the reactants needed to synthesize the given product. (1) Given the product [Si:8]([O:1][CH2:2][C:3](=[CH2:7])[C:4]([O:6][CH2:29][CH3:30])=[O:5])([C:21]([CH3:24])([CH3:23])[CH3:22])([C:15]1[CH:20]=[CH:19][CH:18]=[CH:17][CH:16]=1)[C:9]1[CH:14]=[CH:13][CH:12]=[CH:11][CH:10]=1, predict the reactants needed to synthesize it. The reactants are: [OH:1][CH2:2][C:3](=[CH2:7])[C:4]([OH:6])=[O:5].[Si:8](Cl)([C:21]([CH3:24])([CH3:23])[CH3:22])([C:15]1[CH:20]=[CH:19][CH:18]=[CH:17][CH:16]=1)[C:9]1[CH:14]=[CH:13][CH:12]=[CH:11][CH:10]=1.N1[CH:30]=[CH:29]N=C1.Cl. (2) Given the product [CH3:19][C@H:14]1[C@H:15]([CH3:16])[C@@H:28]([NH:31][C:32](=[O:41])[O:33][CH2:34][C:35]2[CH:36]=[CH:37][CH:38]=[CH:39][CH:40]=2)[C:29]2[C:5](=[CH:10][CH:9]=[CH:8][CH:30]=2)[NH:4]1, predict the reactants needed to synthesize it. The reactants are: C(=O)C.[NH2:4][C:5]1[CH:10]=[CH:9][CH:8]=CC=1.P(O)(O[C:14]1[CH:19]=CC=[CH:16][CH:15]=1)(O[C:14]1[CH:19]=CC=[CH:16][CH:15]=1)=O.[CH:28](/[NH:31][C:32](=[O:41])[O:33][CH2:34][C:35]1[CH:40]=[CH:39][CH:38]=[CH:37][CH:36]=1)=[CH:29]\[CH3:30].